Dataset: Forward reaction prediction with 1.9M reactions from USPTO patents (1976-2016). Task: Predict the product of the given reaction. The product is: [Si:1]([O:8][C:9]1[CH:15]=[CH:14][C:12]([NH:13][C:17]2[CH:18]=[N:19][N:20]([CH:22]3[CH2:25][O:24][CH2:23]3)[CH:21]=2)=[CH:11][CH:10]=1)([C:4]([CH3:7])([CH3:6])[CH3:5])([CH3:3])[CH3:2]. Given the reactants [Si:1]([O:8][C:9]1[CH:15]=[CH:14][C:12]([NH2:13])=[CH:11][CH:10]=1)([C:4]([CH3:7])([CH3:6])[CH3:5])([CH3:3])[CH3:2].Br[C:17]1[CH:18]=[N:19][N:20]([CH:22]2[CH2:25][O:24][CH2:23]2)[CH:21]=1, predict the reaction product.